Predict which catalyst facilitates the given reaction. From a dataset of Catalyst prediction with 721,799 reactions and 888 catalyst types from USPTO. (1) Reactant: C([O:3][C:4]([C:6]1[N:7]=[N:8][N:9]([C:14]2[CH:15]=[C:16]([C:24]3[CH:29]=[CH:28][C:27]([CH3:30])=[CH:26][CH:25]=3)[CH:17]=[C:18]([C:20]([O:22]C)=[O:21])[CH:19]=2)[C:10]=1[CH:11]([CH3:13])[CH3:12])=[O:5])C.O.O[Li].O. Product: [C:20]([C:18]1[CH:19]=[C:14]([N:9]2[C:10]([CH:11]([CH3:13])[CH3:12])=[C:6]([C:4]([OH:5])=[O:3])[N:7]=[N:8]2)[CH:15]=[C:16]([C:24]2[CH:25]=[CH:26][C:27]([CH3:30])=[CH:28][CH:29]=2)[CH:17]=1)([OH:22])=[O:21]. The catalyst class is: 1. (2) Product: [CH2:2]([O:4][C:5]1[CH:14]=[C:13]2[C:8]([C:9]([C:26]([OH:28])=[O:27])=[C:10]([CH3:25])[C:11]([C:15]3[CH:20]=[CH:19][CH:18]=[C:17]([C:21]([F:23])([F:24])[F:22])[CH:16]=3)=[N:12]2)=[CH:7][C:6]=1[S:30]([CH3:33])(=[O:32])=[O:31])[CH3:3]. The catalyst class is: 9. Reactant: I[CH2:2][CH3:3].[OH:4][C:5]1[CH:14]=[C:13]2[C:8]([C:9]([C:26]([O:28]C)=[O:27])=[C:10]([CH3:25])[C:11]([C:15]3[CH:20]=[CH:19][CH:18]=[C:17]([C:21]([F:24])([F:23])[F:22])[CH:16]=3)=[N:12]2)=[CH:7][C:6]=1[S:30]([CH3:33])(=[O:32])=[O:31].C([O-])([O-])=O.[Cs+].[Cs+]. (3) The catalyst class is: 2. Product: [C:1]([O:5][C:6]([N:8]1[CH2:13][CH2:12][C:11]2[N:14]([CH2:27][CH2:28][CH2:29][N:44]3[CH2:45][CH2:46][CH:41]([N:34]4[C:35]5[CH:40]=[CH:39][CH:38]=[CH:37][C:36]=5[N:32]([CH3:31])[C:33]4=[O:47])[CH2:42][CH2:43]3)[N:15]=[C:16]([C:17]3[CH:18]=[CH:19][C:20]([C:23]([F:25])([F:26])[F:24])=[CH:21][CH:22]=3)[C:10]=2[CH2:9]1)=[O:7])([CH3:4])([CH3:2])[CH3:3]. Reactant: [C:1]([O:5][C:6]([N:8]1[CH2:13][CH2:12][C:11]2[N:14]([CH2:27][CH2:28][CH:29]=O)[N:15]=[C:16]([C:17]3[CH:22]=[CH:21][C:20]([C:23]([F:26])([F:25])[F:24])=[CH:19][CH:18]=3)[C:10]=2[CH2:9]1)=[O:7])([CH3:4])([CH3:3])[CH3:2].[CH3:31][N:32]1[C:36]2[CH:37]=[CH:38][CH:39]=[CH:40][C:35]=2[N:34]([CH:41]2[CH2:46][CH2:45][NH:44][CH2:43][CH2:42]2)[C:33]1=[O:47].CC(O)=O.[BH-](OC(C)=O)(OC(C)=O)OC(C)=O.[Na+].C([O-])(O)=O.[Na+].